From a dataset of NCI-60 drug combinations with 297,098 pairs across 59 cell lines. Regression. Given two drug SMILES strings and cell line genomic features, predict the synergy score measuring deviation from expected non-interaction effect. (1) Drug 1: CCC1(CC2CC(C3=C(CCN(C2)C1)C4=CC=CC=C4N3)(C5=C(C=C6C(=C5)C78CCN9C7C(C=CC9)(C(C(C8N6C)(C(=O)OC)O)OC(=O)C)CC)OC)C(=O)OC)O.OS(=O)(=O)O. Drug 2: CC=C1C(=O)NC(C(=O)OC2CC(=O)NC(C(=O)NC(CSSCCC=C2)C(=O)N1)C(C)C)C(C)C. Cell line: UO-31. Synergy scores: CSS=0.485, Synergy_ZIP=-0.480, Synergy_Bliss=-0.536, Synergy_Loewe=-0.0776, Synergy_HSA=-0.487. (2) Drug 1: CC1C(C(CC(O1)OC2CC(OC(C2O)C)OC3=CC4=CC5=C(C(=O)C(C(C5)C(C(=O)C(C(C)O)O)OC)OC6CC(C(C(O6)C)O)OC7CC(C(C(O7)C)O)OC8CC(C(C(O8)C)O)(C)O)C(=C4C(=C3C)O)O)O)O. Drug 2: CN(CCCl)CCCl.Cl. Cell line: 786-0. Synergy scores: CSS=60.4, Synergy_ZIP=6.37, Synergy_Bliss=8.43, Synergy_Loewe=-11.1, Synergy_HSA=-4.66. (3) Drug 1: CCC1(CC2CC(C3=C(CCN(C2)C1)C4=CC=CC=C4N3)(C5=C(C=C6C(=C5)C78CCN9C7C(C=CC9)(C(C(C8N6C=O)(C(=O)OC)O)OC(=O)C)CC)OC)C(=O)OC)O.OS(=O)(=O)O. Drug 2: CC1=C(C=C(C=C1)C(=O)NC2=CC(=CC(=C2)C(F)(F)F)N3C=C(N=C3)C)NC4=NC=CC(=N4)C5=CN=CC=C5. Cell line: UACC-257. Synergy scores: CSS=11.0, Synergy_ZIP=-3.09, Synergy_Bliss=4.89, Synergy_Loewe=-3.73, Synergy_HSA=4.81. (4) Drug 1: CCCS(=O)(=O)NC1=C(C(=C(C=C1)F)C(=O)C2=CNC3=C2C=C(C=N3)C4=CC=C(C=C4)Cl)F. Drug 2: CCN(CC)CCCC(C)NC1=C2C=C(C=CC2=NC3=C1C=CC(=C3)Cl)OC. Cell line: SW-620. Synergy scores: CSS=35.6, Synergy_ZIP=15.5, Synergy_Bliss=9.53, Synergy_Loewe=-19.6, Synergy_HSA=-5.67. (5) Drug 1: CCC1=CC2CC(C3=C(CN(C2)C1)C4=CC=CC=C4N3)(C5=C(C=C6C(=C5)C78CCN9C7C(C=CC9)(C(C(C8N6C)(C(=O)OC)O)OC(=O)C)CC)OC)C(=O)OC.C(C(C(=O)O)O)(C(=O)O)O. Drug 2: C1=NC2=C(N1)C(=S)N=C(N2)N. Cell line: PC-3. Synergy scores: CSS=68.9, Synergy_ZIP=-0.0491, Synergy_Bliss=0.705, Synergy_Loewe=-0.115, Synergy_HSA=5.21. (6) Drug 1: C1CC(=O)NC(=O)C1N2CC3=C(C2=O)C=CC=C3N. Drug 2: CC1=C(C(CCC1)(C)C)C=CC(=CC=CC(=CC(=O)O)C)C. Cell line: SF-539. Synergy scores: CSS=18.2, Synergy_ZIP=-4.52, Synergy_Bliss=-1.13, Synergy_Loewe=-2.17, Synergy_HSA=2.05. (7) Drug 1: C1=CC(=CC=C1CCC2=CNC3=C2C(=O)NC(=N3)N)C(=O)NC(CCC(=O)O)C(=O)O. Drug 2: CC1C(C(CC(O1)OC2CC(CC3=C2C(=C4C(=C3O)C(=O)C5=C(C4=O)C(=CC=C5)OC)O)(C(=O)C)O)N)O.Cl. Cell line: SN12C. Synergy scores: CSS=29.4, Synergy_ZIP=-7.63, Synergy_Bliss=-4.87, Synergy_Loewe=-1.30, Synergy_HSA=-0.538.